From a dataset of Full USPTO retrosynthesis dataset with 1.9M reactions from patents (1976-2016). Predict the reactants needed to synthesize the given product. (1) Given the product [CH2:1]([O:8][C@H:9]1[O:18][C@H:17]2[C@@H:12]([O:13][CH:14]([C:19]3[CH:24]=[CH:23][CH:22]=[CH:21][CH:20]=3)[O:15][CH2:16]2)[C:11](=[O:25])[C@@H:10]1[O:26][CH2:27][C:28]1[CH:33]=[CH:32][CH:31]=[CH:30][CH:29]=1)[C:2]1[CH:3]=[CH:4][CH:5]=[CH:6][CH:7]=1, predict the reactants needed to synthesize it. The reactants are: [CH2:1]([O:8][C@H:9]1[O:18][C@H:17]2[C@@H:12]([O:13][CH:14]([C:19]3[CH:24]=[CH:23][CH:22]=[CH:21][CH:20]=3)[O:15][CH2:16]2)[C@H:11]([OH:25])[C@@H:10]1[O:26][CH2:27][C:28]1[CH:33]=[CH:32][CH:31]=[CH:30][CH:29]=1)[C:2]1[CH:7]=[CH:6][CH:5]=[CH:4][CH:3]=1.CC(OI1(OC(C)=O)(OC(C)=O)OC(=O)C2C=CC=CC1=2)=O. (2) Given the product [CH3:1][C:2]1([CH3:23])[C:19](=[O:20])[CH2:18][CH2:17][C@@:16]2([CH3:21])[C:3]1=[CH:4][CH2:5][C@@H:6]1[C@@H:15]2[CH2:14][CH2:13][C@@:11]2([CH3:12])[C@H:7]1[CH2:8][CH2:9][C@@H:10]2[O:22][Si:29]([C:32]([CH3:35])([CH3:34])[CH3:33])([CH3:31])[CH3:30], predict the reactants needed to synthesize it. The reactants are: [CH3:1][C:2]1([CH3:23])[C:19](=[O:20])[CH2:18][CH2:17][C@@:16]2([CH3:21])[C:3]1=[CH:4][CH2:5][C@@H:6]1[C@@H:15]2[CH2:14][CH2:13][C@@:11]2([CH3:12])[C@H:7]1[CH2:8][CH2:9][C@@H:10]2[OH:22].N1C=CN=C1.[Si:29](Cl)([C:32]([CH3:35])([CH3:34])[CH3:33])([CH3:31])[CH3:30].O. (3) Given the product [Br:1][C:2]1[C:3]([N:9]([CH2:20][CH:19]=[CH2:18])[C:10](=[O:15])[C:11]([CH3:12])([CH3:14])[CH3:13])=[N:4][C:5]([Cl:8])=[CH:6][CH:7]=1, predict the reactants needed to synthesize it. The reactants are: [Br:1][C:2]1[C:3]([NH:9][C:10](=[O:15])[C:11]([CH3:14])([CH3:13])[CH3:12])=[N:4][C:5]([Cl:8])=[CH:6][CH:7]=1.[H-].[Na+].[CH2:18](I)[CH:19]=[CH2:20].O. (4) Given the product [Cl:18][C:19]1[CH:26]=[C:25]([N:10]2[C:11]([CH3:12])=[C:7]([CH2:6][C:5]3[CH:14]=[CH:15][C:2]([F:1])=[CH:3][CH:4]=3)[C:8]([CH3:13])=[N:9]2)[CH:24]=[CH:23][C:20]=1[C:21]#[N:22], predict the reactants needed to synthesize it. The reactants are: [F:1][C:2]1[CH:15]=[CH:14][C:5]([CH2:6][C:7]2[C:8]([CH3:13])=[N:9][NH:10][C:11]=2[CH3:12])=[CH:4][CH:3]=1.[H-].[Na+].[Cl:18][C:19]1[CH:26]=[C:25](F)[CH:24]=[CH:23][C:20]=1[C:21]#[N:22].[Cl-].[NH4+]. (5) Given the product [CH3:16][C:13]1([CH3:17])[O:12][C@@H:11]([CH2:10][N:1]2[CH:5]=[CH:4][C:3]([NH2:6])=[N:2]2)[CH2:15][O:14]1, predict the reactants needed to synthesize it. The reactants are: [NH:1]1[CH:5]=[CH:4][C:3]([NH2:6])=[N:2]1.[OH-].[K+].Cl[CH2:10][C@H:11]1[CH2:15][O:14][C:13]([CH3:17])([CH3:16])[O:12]1.O. (6) The reactants are: Br[C:2]1[CH:7]=[CH:6][C:5]([C:8]2[O:12][N:11]=[C:10]([CH3:13])[C:9]=2[NH:14][CH:15]([CH3:25])[CH2:16][CH2:17][C:18]2[CH:23]=[CH:22][CH:21]=[CH:20][C:19]=2[Cl:24])=[CH:4][CH:3]=1.[CH2:26]([O:28][C:29]([C:31]1([C:34]2[CH:39]=[CH:38][C:37](B3OC(C)(C)C(C)(C)O3)=[CH:36][CH:35]=2)[CH2:33][CH2:32]1)=[O:30])[CH3:27]. Given the product [CH2:26]([O:28][C:29]([C:31]1([C:34]2[CH:39]=[CH:38][C:37]([C:2]3[CH:7]=[CH:6][C:5]([C:8]4[O:12][N:11]=[C:10]([CH3:13])[C:9]=4[NH:14][CH:15]([CH3:25])[CH2:16][CH2:17][C:18]4[CH:23]=[CH:22][CH:21]=[CH:20][C:19]=4[Cl:24])=[CH:4][CH:3]=3)=[CH:36][CH:35]=2)[CH2:32][CH2:33]1)=[O:30])[CH3:27], predict the reactants needed to synthesize it. (7) Given the product [C@H:1]1([NH:10][C:11]2[CH:20]=[CH:19][C:18]3[C:13](=[CH:14][CH:15]=[CH:16][C:17]=3[NH:21][C:25]([CH:22]3[CH2:24][CH2:23]3)=[O:26])[N:12]=2)[C:9]2[C:4](=[CH:5][CH:6]=[CH:7][CH:8]=2)[CH2:3][CH2:2]1, predict the reactants needed to synthesize it. The reactants are: [C@H:1]1([NH:10][C:11]2[CH:20]=[CH:19][C:18]3[C:17]([NH2:21])=[CH:16][CH:15]=[CH:14][C:13]=3[N:12]=2)[C:9]2[C:4](=[CH:5][CH:6]=[CH:7][CH:8]=2)[CH2:3][CH2:2]1.[CH:22]1([C:25](Cl)=[O:26])[CH2:24][CH2:23]1. (8) Given the product [CH2:3]([N:10]1[C:18]2[C:13](=[CH:14][CH:15]=[CH:16][CH:17]=2)[C:12]([C:19]2([C:20]#[N:21])[CH2:26][CH2:25][CH2:24][CH2:23]2)=[CH:11]1)[C:4]1[CH:5]=[CH:6][CH:7]=[CH:8][CH:9]=1, predict the reactants needed to synthesize it. The reactants are: [H-].[Na+].[CH2:3]([N:10]1[C:18]2[C:13](=[CH:14][CH:15]=[CH:16][CH:17]=2)[C:12]([CH2:19][C:20]#[N:21])=[CH:11]1)[C:4]1[CH:9]=[CH:8][CH:7]=[CH:6][CH:5]=1.Br[CH2:23][CH2:24][CH2:25][CH2:26]Br.O.